This data is from Forward reaction prediction with 1.9M reactions from USPTO patents (1976-2016). The task is: Predict the product of the given reaction. (1) Given the reactants [N:1]1([C:11]2[C:12]([CH2:17][NH:18][CH2:19][C:20]3[C:25]([CH3:26])=[CH:24][C:23]([CH3:27])=[CH:22][N:21]=3)=[N:13][CH:14]=[CH:15][CH:16]=2)[C:10]2[C:5](=[CH:6][CH:7]=[CH:8][CH:9]=2)[CH2:4][CH2:3][CH2:2]1.[O:28]=[C:29]1[C:37]2[C:32](=[CH:33][CH:34]=[CH:35][CH:36]=2)[C:31](=[O:38])[N:30]1[CH2:39][CH2:40][CH2:41][CH:42]=O.[BH-](OC(C)=O)(OC(C)=O)OC(C)=O.[Na+], predict the reaction product. The product is: [N:1]1([C:11]2[C:12]([CH2:17][N:18]([CH2:19][C:20]3[C:25]([CH3:26])=[CH:24][C:23]([CH3:27])=[CH:22][N:21]=3)[CH2:42][CH2:41][CH2:40][CH2:39][N:30]3[C:31](=[O:38])[C:32]4[C:37](=[CH:36][CH:35]=[CH:34][CH:33]=4)[C:29]3=[O:28])=[N:13][CH:14]=[CH:15][CH:16]=2)[C:10]2[C:5](=[CH:6][CH:7]=[CH:8][CH:9]=2)[CH2:4][CH2:3][CH2:2]1. (2) Given the reactants [Cl:1][C:2]1[CH:11]=[CH:10][C:9]2[CH2:8][N:7]([C:12]([O:14][C:15]([CH3:18])([CH3:17])[CH3:16])=[O:13])[CH2:6][C:5](=[CH2:19])[C:4]=2[N:3]=1, predict the reaction product. The product is: [Cl:1][C:2]1[CH:11]=[CH:10][C:9]2[CH2:8][N:7]([C:12]([O:14][C:15]([CH3:18])([CH3:17])[CH3:16])=[O:13])[CH2:6][CH:5]([CH3:19])[C:4]=2[N:3]=1.